Dataset: Peptide-MHC class I binding affinity with 185,985 pairs from IEDB/IMGT. Task: Regression. Given a peptide amino acid sequence and an MHC pseudo amino acid sequence, predict their binding affinity value. This is MHC class I binding data. (1) The peptide sequence is RSTLANGWY. The MHC is HLA-A02:01 with pseudo-sequence HLA-A02:01. The binding affinity (normalized) is 0.0847. (2) The peptide sequence is IPQGLDSWWTSL. The MHC is H-2-Ld with pseudo-sequence H-2-Ld. The binding affinity (normalized) is 0.908. (3) The peptide sequence is DPRRLVQLL. The MHC is HLA-B07:02 with pseudo-sequence HLA-B07:02. The binding affinity (normalized) is 0.494. (4) The peptide sequence is ILRNPGYAL. The MHC is HLA-A11:01 with pseudo-sequence HLA-A11:01. The binding affinity (normalized) is 0.0847. (5) The peptide sequence is QFLYLYALI. The MHC is HLA-A30:02 with pseudo-sequence HLA-A30:02. The binding affinity (normalized) is 0.0578. (6) The MHC is HLA-A02:11 with pseudo-sequence HLA-A02:11. The peptide sequence is VLPPLSADL. The binding affinity (normalized) is 1.00. (7) The MHC is HLA-B15:09 with pseudo-sequence HLA-B15:09. The binding affinity (normalized) is 0.0847. The peptide sequence is APLAHRLGM.